Task: Predict the reaction yield, written as a fraction of the theoretical maximum amount of product (1.0 means a 100% yield; for example, 0.34 means a 34% yield).. Dataset: Reaction yield outcomes from USPTO patents with 853,638 reactions (1) The reactants are [Cl:1][C:2]1[CH:7]=[CH:6][C:5]([S:8]([N:11]([CH2:19][C:20]2[CH:35]=[CH:34][C:23]([C:24]([NH:26][C:27]([CH3:33])([CH3:32])[C:28]([O:30]C)=[O:29])=[O:25])=[CH:22][CH:21]=2)[CH:12]2[CH2:17][CH2:16][CH2:15][CH2:14][CH:13]2[CH3:18])(=[O:10])=[O:9])=[CH:4][CH:3]=1.O.[OH-].[Li+]. The catalyst is C1COCC1.O.C(OCC)C. The product is [Cl:1][C:2]1[CH:3]=[CH:4][C:5]([S:8]([N:11]([CH2:19][C:20]2[CH:21]=[CH:22][C:23]([C:24]([NH:26][C:27]([CH3:32])([CH3:33])[C:28]([OH:30])=[O:29])=[O:25])=[CH:34][CH:35]=2)[CH:12]2[CH2:17][CH2:16][CH2:15][CH2:14][CH:13]2[CH3:18])(=[O:9])=[O:10])=[CH:6][CH:7]=1. The yield is 0.670. (2) The reactants are C([C:3]1[CH:4]=[C:5]2[C:9](=[CH:10][CH:11]=1)[N:8]([CH:12]1[CH2:17][CH2:16][CH2:15][CH2:14][O:13]1)[N:7]=[C:6]2[C:18]1[CH:19]=[C:20]([CH:24]=[CH:25][CH:26]=1)[C:21]([OH:23])=O)#N.[CH:27]1([NH2:31])[CH2:30][CH2:29][CH2:28]1.C1C=CC2N(O)N=[N:38][C:36]=2C=1.CCN=C=NCCCN(C)C.Cl. The catalyst is C1COCC1.CN(C=O)C. The product is [C:36]([CH:15]1[CH2:14][O:13][CH:12]([N:8]2[C:9]3[C:5](=[CH:4][CH:3]=[CH:11][CH:10]=3)[C:6]([C:18]3[CH:19]=[C:20]([C:21]([NH:31][CH:27]4[CH2:30][CH2:29][CH2:28]4)=[O:23])[CH:24]=[CH:25][CH:26]=3)=[N:7]2)[CH2:17][CH2:16]1)#[N:38]. The yield is 0.720. (3) The reactants are [F:1][C:2]1[CH:7]=[CH:6][C:5]([F:8])=[CH:4][C:3]=1[N:9]=[C:10]=[O:11].[NH3:12]. The catalyst is O1CCCC1. The product is [F:1][C:2]1[CH:7]=[CH:6][C:5]([F:8])=[CH:4][C:3]=1[NH:9][C:10]([NH2:12])=[O:11]. The yield is 0.670. (4) The reactants are C([SiH](CC)CC)C.[CH3:8][O:9][C:10]([C:12]1[NH:13][CH:14]=[C:15]([C:17](=O)[CH2:18][C:19]2[CH:24]=[CH:23][CH:22]=[CH:21][CH:20]=2)[CH:16]=1)=[O:11]. The product is [CH3:8][O:9][C:10]([C:12]1[NH:13][CH:14]=[C:15]([CH2:17][CH2:18][C:19]2[CH:24]=[CH:23][CH:22]=[CH:21][CH:20]=2)[CH:16]=1)=[O:11]. The catalyst is FC(F)(F)C(O)=O. The yield is 0.503. (5) The reactants are [N:1]1([S:5]([NH:8][C:9](=[O:29])[C:10]2[CH:15]=[C:14](Cl)[C:13]([O:17][CH2:18][C:19]3([C:24]([F:27])([F:26])[F:25])[CH2:23][CH2:22][CH2:21][CH2:20]3)=[CH:12][C:11]=2[F:28])(=[O:7])=[O:6])[CH2:4][CH2:3][CH2:2]1.[CH:30]1(B(O)O)[CH2:32][CH2:31]1.P([O-])([O-])([O-])=O.[K+].[K+].[K+].F[B-](F)(F)F.C1(P(C2CCCCC2)C2CCCCC2)CCCCC1.Cl. The catalyst is C1(C)C=CC=CC=1.O.C([O-])(=O)C.[Pd+2].C([O-])(=O)C. The product is [N:1]1([S:5]([NH:8][C:9](=[O:29])[C:10]2[CH:15]=[C:14]([CH:30]3[CH2:32][CH2:31]3)[C:13]([O:17][CH2:18][C:19]3([C:24]([F:27])([F:26])[F:25])[CH2:23][CH2:22][CH2:21][CH2:20]3)=[CH:12][C:11]=2[F:28])(=[O:7])=[O:6])[CH2:4][CH2:3][CH2:2]1. The yield is 0.610. (6) The reactants are [N:1]1([C:7]([O:9][C:10]([CH3:13])([CH3:12])[CH3:11])=[O:8])[CH2:6][CH2:5][NH:4][CH2:3][CH2:2]1.C([O-])([O-])=O.[Cs+].[Cs+].Br[CH2:21][CH2:22][C:23]([O:25][CH3:26])=[O:24].O. The catalyst is CN(C=O)C.CCOC(C)=O. The product is [CH3:26][O:25][C:23](=[O:24])[CH2:22][CH2:21][N:4]1[CH2:5][CH2:6][N:1]([C:7]([O:9][C:10]([CH3:13])([CH3:12])[CH3:11])=[O:8])[CH2:2][CH2:3]1. The yield is 0.740. (7) The reactants are [N+:1]([C:4]1[CH:12]=[CH:11][C:7]2[N:8]=C[S:10][C:6]=2[CH:5]=1)([O-:3])=[O:2].O.NN. The catalyst is C(O)C. The product is [NH2:8][C:7]1[CH:11]=[CH:12][C:4]([N+:1]([O-:3])=[O:2])=[CH:5][C:6]=1[SH:10]. The yield is 0.860. (8) The reactants are [F:1][C:2]1[CH:7]=[CH:6][CH:5]=[CH:4][C:3]=1[OH:8].[Br:9][CH2:10][CH2:11][CH2:12]Br.C([O-])([O-])=O.[Cs+].[Cs+]. The catalyst is C(#N)C. The product is [F:1][C:2]1[CH:7]=[CH:6][CH:5]=[CH:4][C:3]=1[O:8][CH2:12][CH2:11][CH2:10][Br:9]. The yield is 0.262. (9) The reactants are F[P-](F)(F)(F)(F)F.[CH3:8][N+:9](C)=[C:10](N(C)C)ON1C2N=CC=CC=2N=N1.[C:25]([O:29][C:30]([NH:32][C@@H:33]([CH2:37][C:38]1[CH:43]=[CH:42][C:41]([O:44][CH:45]([CH3:47])[CH3:46])=[CH:40][CH:39]=1)[C:34](O)=[O:35])=[O:31])([CH3:28])([CH3:27])[CH3:26].C(N(CC)C(C)C)(C)C.CNC.O1CCCC1. The catalyst is CN(C)C=O. The product is [CH3:8][N:9]([CH3:10])[C:34](=[O:35])[C@@H:33]([NH:32][C:30](=[O:31])[O:29][C:25]([CH3:28])([CH3:27])[CH3:26])[CH2:37][C:38]1[CH:43]=[CH:42][C:41]([O:44][CH:45]([CH3:47])[CH3:46])=[CH:40][CH:39]=1. The yield is 0.900.